From a dataset of Forward reaction prediction with 1.9M reactions from USPTO patents (1976-2016). Predict the product of the given reaction. (1) The product is: [Cl:1][C:2]1[CH:7]=[C:6]([Cl:8])[C:5]([O:9][CH3:10])=[CH:4][C:3]=1[NH:11][C:12]1[C:21]2[C:16](=[CH:17][C:18](/[CH:24]=[CH:25]/[CH2:26][CH2:27][N:36]3[CH2:37][CH2:38][N:33]([CH2:31][CH3:32])[CH2:34][CH2:35]3)=[C:19]([O:22][CH3:23])[CH:20]=2)[N:15]=[CH:14][C:13]=1[C:29]#[N:30]. Given the reactants [Cl:1][C:2]1[CH:7]=[C:6]([Cl:8])[C:5]([O:9][CH3:10])=[CH:4][C:3]=1[NH:11][C:12]1[C:21]2[C:16](=[CH:17][C:18](/[CH:24]=[CH:25]/[CH2:26][CH2:27]O)=[C:19]([O:22][CH3:23])[CH:20]=2)[N:15]=[CH:14][C:13]=1[C:29]#[N:30].[CH2:31]([N:33]1[CH2:38][CH2:37][NH:36][CH2:35][CH2:34]1)[CH3:32], predict the reaction product. (2) Given the reactants O=C1C2C(=CC=CC=2)C(=O)[N:3]1[O:12][CH2:13][CH2:14][O:15][CH:16]1[CH2:21][CH2:20][N:19]([C:22]([O:24][C:25]([CH3:28])([CH3:27])[CH3:26])=[O:23])[CH2:18][CH2:17]1.O.NN, predict the reaction product. The product is: [NH2:3][O:12][CH2:13][CH2:14][O:15][CH:16]1[CH2:21][CH2:20][N:19]([C:22]([O:24][C:25]([CH3:28])([CH3:27])[CH3:26])=[O:23])[CH2:18][CH2:17]1. (3) Given the reactants [CH3:1][O:2][C:3]1[CH:11]=[CH:10][C:6]([CH2:7][CH2:8]O)=[CH:5][CH:4]=1.C1(P(C2C=CC=CC=2)C2C=CC=CC=2)C=CC=CC=1.[Br:31]N1C(=O)CCC1=O, predict the reaction product. The product is: [CH3:1][O:2][C:3]1[CH:11]=[CH:10][C:6]([CH2:7][CH2:8][Br:31])=[CH:5][CH:4]=1. (4) Given the reactants [CH3:1][O:2][C:3]1[CH:4]=[C:5]2[C:9](=[CH:10][C:11]=1[C:12]([F:15])([F:14])[F:13])[NH:8][CH:7]=[C:6]2[CH3:16].[H-].[Na+].I[CH3:20], predict the reaction product. The product is: [CH3:1][O:2][C:3]1[CH:4]=[C:5]2[C:9](=[CH:10][C:11]=1[C:12]([F:15])([F:13])[F:14])[N:8]([CH3:20])[CH:7]=[C:6]2[CH3:16].